From a dataset of Full USPTO retrosynthesis dataset with 1.9M reactions from patents (1976-2016). Predict the reactants needed to synthesize the given product. Given the product [C:1]1([CH:7]([C:8]2[CH:16]=[CH:15][C:11]([N:12]([CH3:14])[C:13]3[CH:34]=[CH:35][CH:36]=[CH:37][CH:32]=3)=[CH:10][CH:9]=2)[C:17]2[CH:18]=[CH:19][C:20]([N:21]([C:23]3[CH:62]=[CH:61][CH:68]=[CH:64][CH:65]=3)[CH3:22])=[CH:24][CH:25]=2)[CH:2]=[CH:3][CH:4]=[CH:5][CH:6]=1, predict the reactants needed to synthesize it. The reactants are: [C:1]1([CH:7]([C:17]2[CH:25]=[CH:24][C:20]([N:21]([CH3:23])[CH3:22])=[CH:19][CH:18]=2)[C:8]2[CH:16]=[CH:15][C:11]([N:12]([CH3:14])[CH3:13])=[CH:10][CH:9]=2)[CH:6]=[CH:5][CH:4]=[CH:3][CH:2]=1.FC(F)(F)S(O[C:32]1[CH:37]=[CH:36][CH:35]=[CH:34]C=1[Si](C)(C)C)(=O)=O.[F-].[K+].C1O[CH2:62][CH2:61]OCCOCCOCCOCCOC1.[CH2:64]1[CH2:68]OC[CH2:65]1.